Dataset: Catalyst prediction with 721,799 reactions and 888 catalyst types from USPTO. Task: Predict which catalyst facilitates the given reaction. Reactant: P(Cl)(Cl)Cl.[F:5][C:6]1[CH:23]=[CH:22][C:9]([CH2:10][O:11][C:12]2[CH:13]=[N+:14]([O-])[CH:15]=[CH:16][C:17]=2[N+:18]([O-:20])=[O:19])=[CH:8][CH:7]=1.[OH-].[Na+]. Product: [F:5][C:6]1[CH:23]=[CH:22][C:9]([CH2:10][O:11][C:12]2[CH:13]=[N:14][CH:15]=[CH:16][C:17]=2[N+:18]([O-:20])=[O:19])=[CH:8][CH:7]=1. The catalyst class is: 13.